Dataset: Reaction yield outcomes from USPTO patents with 853,638 reactions. Task: Predict the reaction yield, written as a fraction of the theoretical maximum amount of product (1.0 means a 100% yield; for example, 0.34 means a 34% yield). The reactants are [Br:1][C:2]1[C:7]2[N:8]([CH2:12][CH2:13][CH2:14][C:15]([O:17][CH2:18][CH3:19])=[O:16])[C:9](=O)[NH:10][C:6]=2[CH:5]=[CH:4][CH:3]=1.P(Cl)(Cl)([Cl:22])=O. No catalyst specified. The product is [Br:1][C:2]1[C:7]2[N:8]([CH2:12][CH2:13][CH2:14][C:15]([O:17][CH2:18][CH3:19])=[O:16])[C:9]([Cl:22])=[N:10][C:6]=2[CH:5]=[CH:4][CH:3]=1. The yield is 0.360.